From a dataset of Full USPTO retrosynthesis dataset with 1.9M reactions from patents (1976-2016). Predict the reactants needed to synthesize the given product. (1) Given the product [Cl:40][C:36]1[C:35]([F:41])=[C:34]([C@@H:15]2[C@:16]([C:26]3[CH:31]=[CH:30][C:29]([Cl:32])=[CH:28][C:27]=3[F:33])([C:24]#[N:25])[C@H:17]([CH2:19][C:20]([CH3:23])([CH3:22])[CH3:21])[CH2:18][N:14]2[C:12]([NH:11][CH2:10][C:7]2[CH:6]=[CH:5][C:4]([C:3]([OH:42])=[O:2])=[CH:9][CH:8]=2)=[O:13])[CH:39]=[CH:38][CH:37]=1, predict the reactants needed to synthesize it. The reactants are: C[O:2][C:3](=[O:42])[C:4]1[CH:9]=[CH:8][C:7]([CH2:10][NH:11][C:12]([N:14]2[CH2:18][C@@H:17]([CH2:19][C:20]([CH3:23])([CH3:22])[CH3:21])[C@@:16]([C:26]3[CH:31]=[CH:30][C:29]([Cl:32])=[CH:28][C:27]=3[F:33])([C:24]#[N:25])[C@H:15]2[C:34]2[CH:39]=[CH:38][CH:37]=[C:36]([Cl:40])[C:35]=2[F:41])=[O:13])=[CH:6][CH:5]=1.[Li+].[OH-]. (2) Given the product [CH2:1]([O:4][CH2:5][CH2:6][CH2:7][CH2:8][CH2:9][N:10]1[CH2:15][CH2:14][C:13](=[N:18][OH:19])[CH2:12][CH2:11]1)[CH2:2][CH3:3], predict the reactants needed to synthesize it. The reactants are: [CH2:1]([O:4][CH2:5][CH2:6][CH2:7][CH2:8][CH2:9][N:10]1[CH2:15][CH2:14][C:13](=O)[CH2:12][CH2:11]1)[CH2:2][CH3:3].Cl.[NH2:18][OH:19]. (3) The reactants are: [C:1]([OH:5])(=O)[CH2:2][OH:3].[Cl:6][C:7]1[CH:8]=[C:9]([NH:21][C:22]2[C:31]3[C:26](=[CH:27][CH:28]=[CH:29][C:30]=3[O:32][CH2:33][CH2:34][NH:35][CH2:36][CH:37]3[CH2:39][CH2:38]3)[N:25]=[CH:24][N:23]=2)[CH:10]=[CH:11][C:12]=1[O:13][CH2:14][C:15]1[CH:20]=[CH:19][CH:18]=[CH:17][N:16]=1. Given the product [Cl:6][C:7]1[CH:8]=[C:9]([NH:21][C:22]2[C:31]3[C:26](=[CH:27][CH:28]=[CH:29][C:30]=3[O:32][CH2:33][CH2:34][N:35]([CH2:36][CH:37]3[CH2:39][CH2:38]3)[C:1](=[O:5])[CH2:2][OH:3])[N:25]=[CH:24][N:23]=2)[CH:10]=[CH:11][C:12]=1[O:13][CH2:14][C:15]1[CH:20]=[CH:19][CH:18]=[CH:17][N:16]=1, predict the reactants needed to synthesize it. (4) Given the product [OH:29][CH2:28][CH2:27][O:26][C:24]1[CH:23]=[CH:22][C:21]2[N:17]([CH2:16][C:14]3[CH:13]=[CH:12][C:10]4[N:11]=[C:7]([NH:6][C@@H:5]5[CH2:30][CH2:31][CH2:32][CH2:33][C@H:4]5[OH:3])[S:8][C:9]=4[CH:15]=3)[CH:18]=[N:19][C:20]=2[CH:25]=1, predict the reactants needed to synthesize it. The reactants are: CC1(C)[N:6]([C:7]2[S:8][C:9]3[CH:15]=[C:14]([CH2:16][N:17]4[C:21]5[CH:22]=[CH:23][C:24]([O:26][CH2:27][CH2:28][OH:29])=[CH:25][C:20]=5[N:19]=[CH:18]4)[CH:13]=[CH:12][C:10]=3[N:11]=2)[C@@H:5]2[CH2:30][CH2:31][CH2:32][CH2:33][C@H:4]2[O:3]1.C(N(CC)CC)C. (5) Given the product [CH2:24]([N:9]1[C:10]2[C@@:11]3([CH3:21])[C:18]([CH3:20])([CH3:19])[C@H:14]([CH2:13][CH2:12]3)[C:15]=2[C:16](=[O:17])[N:8]1[C:3]1[CH:4]=[CH:5][CH:6]=[CH:7][C:2]=1[F:1])[CH:23]=[CH2:22], predict the reactants needed to synthesize it. The reactants are: [F:1][C:2]1[CH:7]=[CH:6][CH:5]=[CH:4][C:3]=1[N:8]1[C:16](=[O:17])[C:15]2[C@@H:14]3[C:18]([CH3:20])([CH3:19])[C@@:11]([CH3:21])([CH2:12][CH2:13]3)[C:10]=2[NH:9]1.[CH2:22](I)[CH:23]=[CH2:24]. (6) Given the product [F:37][C:2]([F:36])([F:1])[C:3]1[CH:31]=[C:30]([C:32]([F:35])([F:33])[F:34])[CH:29]=[CH:28][C:4]=1[CH2:5][O:6][C:7]1[CH:12]=[CH:11][C:10]([CH:13]=[C:14]2[S:18][C:17]([N:19]3[CH2:20][CH2:21][N:22]([S:43]([CH3:42])(=[O:45])=[O:44])[CH2:23][CH2:24]3)=[N:16][C:15]2=[O:25])=[CH:9][C:8]=1[O:26][CH3:27], predict the reactants needed to synthesize it. The reactants are: [F:1][C:2]([F:37])([F:36])[C:3]1[CH:31]=[C:30]([C:32]([F:35])([F:34])[F:33])[CH:29]=[CH:28][C:4]=1[CH2:5][O:6][C:7]1[CH:12]=[CH:11][C:10]([CH:13]=[C:14]2[S:18][C:17]([N:19]3[CH2:24][CH2:23][NH:22][CH2:21][CH2:20]3)=[N:16][C:15]2=[O:25])=[CH:9][C:8]=1[O:26][CH3:27].C(Cl)(Cl)Cl.[CH3:42][S:43](Cl)(=[O:45])=[O:44]. (7) Given the product [CH3:38][C:34]1[N:1]=[C:2]([C:4]2[CH:5]=[CH:6][C:7]([N:10]([CH2:30][CH2:31][CH3:32])[CH2:11][CH2:12][CH2:13][O:14][C:15]3[CH:16]=[C:17]4[C:21](=[CH:22][CH:23]=3)[C@H:20]([CH2:24][C:25]([O:27][CH2:28][CH3:29])=[O:26])[CH2:19][CH2:18]4)=[N:8][CH:9]=2)[S:3][C:35]=1[CH3:36], predict the reactants needed to synthesize it. The reactants are: [NH2:1][C:2]([C:4]1[CH:5]=[CH:6][C:7]([N:10]([CH2:30][CH2:31][CH3:32])[CH2:11][CH2:12][CH2:13][O:14][C:15]2[CH:16]=[C:17]3[C:21](=[CH:22][CH:23]=2)[C@H:20]([CH2:24][C:25]([O:27][CH2:28][CH3:29])=[O:26])[CH2:19][CH2:18]3)=[N:8][CH:9]=1)=[S:3].Br[CH:34]([CH3:38])[C:35](=O)[CH3:36]. (8) Given the product [C:1]([C:4]1[CH:5]=[C:6]([C:11]2[C:12]([C@@H:17]([NH:27][C:28](=[O:42])[CH2:29][N:30]3[CH:34]=[C:33]([C:35]([N:45]([O:46][CH3:47])[CH3:44])=[O:36])[C:32]([C:38]([F:41])([F:39])[F:40])=[N:31]3)[CH2:18][C:19]3[CH:24]=[C:23]([F:25])[CH:22]=[C:21]([F:26])[CH:20]=3)=[N:13][CH:14]=[CH:15][CH:16]=2)[CH:7]=[CH:8][C:9]=1[F:10])(=[O:3])[NH2:2], predict the reactants needed to synthesize it. The reactants are: [C:1]([C:4]1[CH:5]=[C:6]([C:11]2[C:12]([C@@H:17]([NH:27][C:28](=[O:42])[CH2:29][N:30]3[CH:34]=[C:33]([C:35](O)=[O:36])[C:32]([C:38]([F:41])([F:40])[F:39])=[N:31]3)[CH2:18][C:19]3[CH:24]=[C:23]([F:25])[CH:22]=[C:21]([F:26])[CH:20]=3)=[N:13][CH:14]=[CH:15][CH:16]=2)[CH:7]=[CH:8][C:9]=1[F:10])(=[O:3])[NH2:2].Cl.[CH3:44][NH:45][O:46][CH3:47].C(N(CC)CC)C.CN(C(ON1N=NC2C=CC=NC1=2)=[N+](C)C)C.F[P-](F)(F)(F)(F)F.